The task is: Regression. Given a peptide amino acid sequence and an MHC pseudo amino acid sequence, predict their binding affinity value. This is MHC class II binding data.. This data is from Peptide-MHC class II binding affinity with 134,281 pairs from IEDB. (1) The peptide sequence is YDKFLANVSTVLTGG. The MHC is DRB1_0405 with pseudo-sequence DRB1_0405. The binding affinity (normalized) is 0.768. (2) The peptide sequence is GELQIVDMIDAAFKI. The MHC is DRB3_0202 with pseudo-sequence DRB3_0202. The binding affinity (normalized) is 0.168.